From a dataset of Forward reaction prediction with 1.9M reactions from USPTO patents (1976-2016). Predict the product of the given reaction. (1) The product is: [Cl:17][C:18]1[CH:23]=[C:22]([N+:24]([O-:26])=[O:25])[CH:21]=[C:20]([Cl:27])[C:19]=1[S:1][C:2]1[S:3][C:4]2[CH:10]=[CH:9][C:8]([C:11]([F:14])([F:13])[F:12])=[CH:7][C:5]=2[N:6]=1. Given the reactants [SH:1][C:2]1[S:3][C:4]2[CH:10]=[CH:9][C:8]([C:11]([F:14])([F:13])[F:12])=[CH:7][C:5]=2[N:6]=1.[H-].[Na+].[Cl:17][C:18]1[CH:23]=[C:22]([N+:24]([O-:26])=[O:25])[CH:21]=[C:20]([Cl:27])[C:19]=1Cl.O, predict the reaction product. (2) Given the reactants C(O[C:5](=[O:7])[CH3:6])(=O)C.[CH:8]1[C:17]2[C:12](=[CH:13][CH:14]=[CH:15][CH:16]=2)[CH:11]=[C:10]([NH2:18])[N:9]=1.C(N(CC)CC)C, predict the reaction product. The product is: [CH:8]1[C:17]2[C:12](=[CH:13][CH:14]=[CH:15][CH:16]=2)[CH:11]=[C:10]([NH:18][C:5](=[O:7])[CH3:6])[N:9]=1. (3) Given the reactants [F:1][CH:2]([F:28])[C:3]1[CH:8]=[CH:7][CH:6]=[CH:5][C:4]=1[S:9]([C:12]([F:27])([F:26])[CH:13]1[CH2:18][CH2:17][N:16](C(OC(C)(C)C)=O)[CH2:15][CH2:14]1)(=[O:11])=[O:10].[F:29][C:30]([F:35])([F:34])[C:31]([OH:33])=[O:32], predict the reaction product. The product is: [F:29][C:30]([F:35])([F:34])[C:31]([OH:33])=[O:32].[F:28][CH:2]([F:1])[C:3]1[CH:8]=[CH:7][CH:6]=[CH:5][C:4]=1[S:9]([C:12]([F:27])([F:26])[CH:13]1[CH2:18][CH2:17][NH:16][CH2:15][CH2:14]1)(=[O:10])=[O:11]. (4) Given the reactants [NH2:1][N:2]1[C:11](=[O:12])[C:10]2[C:5](=[C:6]([O:15][CH3:16])[C:7](F)=[C:8]([F:13])[CH:9]=2)[N:4]([CH:17]2[CH2:19][CH2:18]2)[C:3]1=[O:20].[C:21]([O:25][C:26](=[O:35])[NH:27][C@H:28]([C@@H:30]1[CH2:34][CH2:33][NH:32][CH2:31]1)[CH3:29])([CH3:24])([CH3:23])[CH3:22].C(N(CC)CC)C.CS(C)=O, predict the reaction product. The product is: [C:21]([O:25][C:26](=[O:35])[NH:27][C@@H:28]([C@H:30]1[CH2:34][CH2:33][N:32]([C:7]2[C:6]([O:15][CH3:16])=[C:5]3[C:10]([C:11](=[O:12])[N:2]([NH2:1])[C:3](=[O:20])[N:4]3[CH:17]3[CH2:19][CH2:18]3)=[CH:9][C:8]=2[F:13])[CH2:31]1)[CH3:29])([CH3:22])([CH3:23])[CH3:24].